This data is from Catalyst prediction with 721,799 reactions and 888 catalyst types from USPTO. The task is: Predict which catalyst facilitates the given reaction. (1) Reactant: [N:1]#[C:2][NH2:3].[CH3:4][S:5][CH:6]([C:8]1[CH:9]=[N:10][C:11]([C:14]([F:17])([F:16])[F:15])=[CH:12][CH:13]=1)[CH3:7].Cl[O-].[Ca+2].Cl[O-].S(S([O-])=O)([O-])(=O)=O.[Na+].[Na+]. Product: [C:2]([N:3]=[S:5]([CH:6]([C:8]1[CH:9]=[N:10][C:11]([C:14]([F:17])([F:16])[F:15])=[CH:12][CH:13]=1)[CH3:7])[CH3:4])#[N:1]. The catalyst class is: 10. (2) Reactant: [Cl:1][C:2]1[N:3]=[CH:4][C:5]2[CH2:6][CH2:7][CH2:8][C:9]3([C:15](=[O:16])[N:14]([CH3:17])[C:13](=O)[NH:12]3)[C:10]=2[CH:11]=1.COC1C=CC(P2(SP(C3C=CC(OC)=CC=3)(=S)S2)=[S:28])=CC=1.O. Product: [Cl:1][C:2]1[N:3]=[CH:4][C:5]2[CH2:6][CH2:7][CH2:8][C:9]3([C:15](=[O:16])[N:14]([CH3:17])[C:13](=[S:28])[NH:12]3)[C:10]=2[CH:11]=1. The catalyst class is: 25.